From a dataset of Reaction yield outcomes from USPTO patents with 853,638 reactions. Predict the reaction yield, written as a fraction of the theoretical maximum amount of product (1.0 means a 100% yield; for example, 0.34 means a 34% yield). (1) The reactants are [F:1][C:2]1[CH:3]=[C:4]([C@@H:9]2[CH2:13][N:12]([CH2:14][CH2:15][O:16][CH3:17])[CH2:11][C@H:10]2[NH:18][C:19]([NH:21][C:22]2[N:26]([C:27]3[CH:32]=[CH:31][CH:30]=[CH:29][CH:28]=3)[N:25]=[C:24]([O:33][CH2:34][CH3:35])[C:23]=2[CH2:36][CH:37]=[O:38])=[O:20])[CH:5]=[CH:6][C:7]=1[F:8].[Li+].[BH4-]. The catalyst is C1COCC1.CCOC(C)=O. The product is [F:1][C:2]1[CH:3]=[C:4]([C@@H:9]2[CH2:13][N:12]([CH2:14][CH2:15][O:16][CH3:17])[CH2:11][C@H:10]2[NH:18][C:19]([NH:21][C:22]2[N:26]([C:27]3[CH:28]=[CH:29][CH:30]=[CH:31][CH:32]=3)[N:25]=[C:24]([O:33][CH2:34][CH3:35])[C:23]=2[CH2:36][CH2:37][OH:38])=[O:20])[CH:5]=[CH:6][C:7]=1[F:8]. The yield is 0.100. (2) The reactants are Cl[C:2]1[CH:7]=[C:6]([C:8]#[N:9])[CH:5]=[C:4]([Cl:10])[N:3]=1.[NH:11]1[CH2:15][CH2:14][CH2:13][CH2:12]1. The catalyst is CCO. The product is [Cl:10][C:4]1[CH:5]=[C:6]([C:8]#[N:9])[CH:7]=[C:2]([N:11]2[CH2:15][CH2:14][CH2:13][CH2:12]2)[N:3]=1. The yield is 0.870. (3) The reactants are [NH2:1][C:2]1[C:10]([OH:11])=[CH:9][CH:8]=[CH:7][C:3]=1[C:4]([OH:6])=[O:5].O=S(Cl)Cl.[CH3:16]O. No catalyst specified. The product is [NH2:1][C:2]1[C:10]([OH:11])=[CH:9][CH:8]=[CH:7][C:3]=1[C:4]([O:6][CH3:16])=[O:5]. The yield is 0.950.